Dataset: Catalyst prediction with 721,799 reactions and 888 catalyst types from USPTO. Task: Predict which catalyst facilitates the given reaction. Reactant: Cl.Cl.[C:3]([C:7]1[CH:12]=[CH:11][CH:10]=[CH:9][C:8]=1[N:13]1[CH2:18][CH2:17][NH:16][CH2:15][CH2:14]1)([CH3:6])([CH3:5])[CH3:4].[CH2:19]([O:26][C:27]1[N:31]([CH3:32])[N:30]=[C:29]([C:33](O)=[O:34])[CH:28]=1)[C:20]1[CH:25]=[CH:24][CH:23]=[CH:22][CH:21]=1.C(N(CC)CC)C.CCN=C=NCCCN(C)C.C1C=CC2N(O)N=NC=2C=1. Product: [CH2:19]([O:26][C:27]1[N:31]([CH3:32])[N:30]=[C:29]([C:33]([N:16]2[CH2:17][CH2:18][N:13]([C:8]3[CH:9]=[CH:10][CH:11]=[CH:12][C:7]=3[C:3]([CH3:6])([CH3:4])[CH3:5])[CH2:14][CH2:15]2)=[O:34])[CH:28]=1)[C:20]1[CH:25]=[CH:24][CH:23]=[CH:22][CH:21]=1. The catalyst class is: 35.